The task is: Regression. Given two drug SMILES strings and cell line genomic features, predict the synergy score measuring deviation from expected non-interaction effect.. This data is from NCI-60 drug combinations with 297,098 pairs across 59 cell lines. (1) Drug 1: C1=CC(=CC=C1CCCC(=O)O)N(CCCl)CCCl. Drug 2: CC1CCCC2(C(O2)CC(NC(=O)CC(C(C(=O)C(C1O)C)(C)C)O)C(=CC3=CSC(=N3)C)C)C. Cell line: A549. Synergy scores: CSS=17.9, Synergy_ZIP=-1.93, Synergy_Bliss=-2.51, Synergy_Loewe=-2.54, Synergy_HSA=-1.74. (2) Drug 1: CC1=CC2C(CCC3(C2CCC3(C(=O)C)OC(=O)C)C)C4(C1=CC(=O)CC4)C. Drug 2: C1CNP(=O)(OC1)N(CCCl)CCCl. Cell line: RXF 393. Synergy scores: CSS=-7.24, Synergy_ZIP=3.42, Synergy_Bliss=0.480, Synergy_Loewe=-4.66, Synergy_HSA=-4.36. (3) Drug 1: C1CC(C1)(C(=O)O)C(=O)O.[NH2-].[NH2-].[Pt+2]. Drug 2: CC12CCC3C(C1CCC2OP(=O)(O)O)CCC4=C3C=CC(=C4)OC(=O)N(CCCl)CCCl.[Na+]. Cell line: UACC62. Synergy scores: CSS=26.1, Synergy_ZIP=-4.70, Synergy_Bliss=-1.19, Synergy_Loewe=-1.33, Synergy_HSA=2.51. (4) Drug 1: C(=O)(N)NO. Drug 2: CN1C2=C(C=C(C=C2)N(CCCl)CCCl)N=C1CCCC(=O)O.Cl. Cell line: NCI-H460. Synergy scores: CSS=1.77, Synergy_ZIP=1.39, Synergy_Bliss=4.38, Synergy_Loewe=2.28, Synergy_HSA=2.61. (5) Drug 1: CC1=CC=C(C=C1)C2=CC(=NN2C3=CC=C(C=C3)S(=O)(=O)N)C(F)(F)F. Drug 2: CCC1=C2CN3C(=CC4=C(C3=O)COC(=O)C4(CC)O)C2=NC5=C1C=C(C=C5)O. Cell line: SF-268. Synergy scores: CSS=41.2, Synergy_ZIP=-0.125, Synergy_Bliss=4.61, Synergy_Loewe=-81.8, Synergy_HSA=-3.56. (6) Drug 1: COC1=NC(=NC2=C1N=CN2C3C(C(C(O3)CO)O)O)N. Drug 2: C1=NC(=NC(=O)N1C2C(C(C(O2)CO)O)O)N. Cell line: RPMI-8226. Synergy scores: CSS=61.6, Synergy_ZIP=2.46, Synergy_Bliss=3.55, Synergy_Loewe=-36.7, Synergy_HSA=2.46. (7) Drug 1: C1=NC2=C(N=C(N=C2N1C3C(C(C(O3)CO)O)F)Cl)N. Cell line: SF-539. Synergy scores: CSS=4.19, Synergy_ZIP=-5.53, Synergy_Bliss=-5.87, Synergy_Loewe=-2.74, Synergy_HSA=-2.38. Drug 2: COCCOC1=C(C=C2C(=C1)C(=NC=N2)NC3=CC=CC(=C3)C#C)OCCOC.Cl.